From a dataset of Reaction yield outcomes from USPTO patents with 853,638 reactions. Predict the reaction yield, written as a fraction of the theoretical maximum amount of product (1.0 means a 100% yield; for example, 0.34 means a 34% yield). (1) The reactants are [Cl-].O[NH3+:3].[C:4](=[O:7])([O-])[OH:5].[Na+].CS(C)=O.[OH:13][C:14]([CH3:53])([CH3:52])[CH2:15][O:16][C@H:17]1[CH2:22][CH2:21][C@H:20]([N:23]2[C:28](=[O:29])[C:27]([CH:30]([C:32]3[CH:37]=[CH:36][C:35]([C:38]4[C:39]([C:44]#[N:45])=[CH:40][CH:41]=[CH:42][CH:43]=4)=[CH:34][CH:33]=3)[CH3:31])=[C:26]([CH2:46][CH2:47][CH3:48])[N:25]3[N:49]=[CH:50][N:51]=[C:24]23)[CH2:19][CH2:18]1. The catalyst is C(OCC)(=O)C. The product is [OH:13][C:14]([CH3:53])([CH3:52])[CH2:15][O:16][C@H:17]1[CH2:18][CH2:19][C@H:20]([N:23]2[C:28](=[O:29])[C:27]([CH:30]([C:32]3[CH:37]=[CH:36][C:35]([C:38]4[CH:43]=[CH:42][CH:41]=[CH:40][C:39]=4[C:44]4[NH:3][C:4](=[O:7])[O:5][N:45]=4)=[CH:34][CH:33]=3)[CH3:31])=[C:26]([CH2:46][CH2:47][CH3:48])[N:25]3[N:49]=[CH:50][N:51]=[C:24]23)[CH2:21][CH2:22]1. The yield is 0.370. (2) The reactants are Cl[C:2]1[CH:3]=[C:4]2[C:10]([NH2:11])=[N:9][NH:8][C:5]2=[N:6][N:7]=1.[OH-].[Na+]. The catalyst is [Pd].CO. The product is [NH:8]1[C:5]2=[N:6][N:7]=[CH:2][CH:3]=[C:4]2[C:10]([NH2:11])=[N:9]1. The yield is 0.630. (3) The reactants are C[O:2][C:3]([C@H:5]1[CH2:10][CH2:9][C@H:8]([O:11][C:12]2[CH:17]=[CH:16][CH:15]=[C:14]([C:18]#[N:19])[CH:13]=2)[CH2:7][CH2:6]1)=O.O.[NH2:21][NH2:22]. The catalyst is C(O)CCC. The product is [C:18]([C:14]1[CH:13]=[C:12]([CH:17]=[CH:16][CH:15]=1)[O:11][C@H:8]1[CH2:9][CH2:10][C@H:5]([C:3]([NH:21][NH2:22])=[O:2])[CH2:6][CH2:7]1)#[N:19]. The yield is 0.550. (4) The reactants are [CH3:1][O:2][C:3]1[CH:20]=[CH:19][C:6]([C:7]([NH:9][C:10]2[CH:15]=[CH:14][C:13]([N+:16]([O-:18])=[O:17])=[CH:12][CH:11]=2)=O)=[CH:5][CH:4]=1.COC1C=CC(P2(SP(C3C=CC(OC)=CC=3)(=S)S2)=[S:30])=CC=1. The catalyst is ClC1C=CC=CC=1. The product is [CH3:1][O:2][C:3]1[CH:20]=[CH:19][C:6]([C:7]([NH:9][C:10]2[CH:15]=[CH:14][C:13]([N+:16]([O-:18])=[O:17])=[CH:12][CH:11]=2)=[S:30])=[CH:5][CH:4]=1. The yield is 0.774. (5) The reactants are [C:1]1(C=O)[C:10]2[C:5](=[CH:6][CH:7]=[CH:8][CH:9]=2)[CH:4]=[CH:3][CH:2]=1.C([Mg]Br)=C.[O:17]1C[CH2:20][CH2:19][CH2:18]1. No catalyst specified. The product is [CH:9]1[C:10]2[C:5](=[CH:4][CH:3]=[CH:2][CH:1]=2)[CH:6]=[CH:7][C:8]=1[CH:18]([OH:17])[CH:19]=[CH2:20]. The yield is 0.850. (6) The reactants are Br[CH2:2][CH2:3][CH2:4][CH2:5][CH2:6][CH2:7][O:8][CH2:9][C:10]([C:13]1[CH:18]=[CH:17][CH:16]=[CH:15][CH:14]=1)([F:12])[F:11].[C:19]1(=[O:29])[NH:23][C:22](=[O:24])[C:21]2=[CH:25][CH:26]=[CH:27][CH:28]=[C:20]12.[K]. The catalyst is CN(C)C=O.[Br-].C([P+](CCCC)(CCCC)CCCC)CCCCCCCCCCCCCCC. The product is [F:11][C:10]([F:12])([C:13]1[CH:18]=[CH:17][CH:16]=[CH:15][CH:14]=1)[CH2:9][O:8][CH2:7][CH2:6][CH2:5][CH2:4][CH2:3][CH2:2][N:23]1[C:19](=[O:29])[C:20]2[C:21](=[CH:25][CH:26]=[CH:27][CH:28]=2)[C:22]1=[O:24]. The yield is 0.490. (7) The reactants are [C:1]([CH2:3][O:4][C:5]1[CH:10]=[C:9]([N+:11]([O-])=O)[CH:8]=[C:7]([O:14][CH3:15])[C:6]=1[O:16][CH3:17])#[N:2].[Cl-].[NH4+]. The catalyst is C(O)C.C(Cl)Cl.[Fe]. The product is [C:1]([CH2:3][O:4][C:5]1[CH:10]=[C:9]([CH:8]=[C:7]([O:14][CH3:15])[C:6]=1[O:16][CH3:17])[NH2:11])#[N:2]. The yield is 0.820.